From a dataset of Blood-brain barrier permeability classification from the B3DB database. Regression/Classification. Given a drug SMILES string, predict its absorption, distribution, metabolism, or excretion properties. Task type varies by dataset: regression for continuous measurements (e.g., permeability, clearance, half-life) or binary classification for categorical outcomes (e.g., BBB penetration, CYP inhibition). Dataset: b3db_classification. (1) The compound is COc1cccc2c1C(=O)c1c(O)c3c(c(O)c1C2=O)CC(O)(C(=O)CO)CC3O. The result is 0 (does not penetrate BBB). (2) The compound is CC(=O)O[C@H]1C(=O)[C@@]2(C)C([C@H](OC(=O)c3ccccc3)[C@]3(O)C[C@H](OC(=O)[C@H](O)[C@@H](NC(=O)c4ccccc4)c4ccccc4)C(C)=C1C3(C)C)[C@]1(OC(C)=O)CO[C@@H]1C[C@@H]2O. The result is 0 (does not penetrate BBB). (3) The compound is NC[C@H]1O[C@H](O[C@@H]2[C@@H](N)C[C@@H](NC(CO)CO)[C@H](O[C@H]3O[C@H](CO)[C@@H](O)[C@H](N)[C@H]3O)[C@H]2O)[C@H](N)[C@@H](O)[C@@H]1O. The result is 0 (does not penetrate BBB). (4) The molecule is CCN(CC)CCOC(=O)[C@@H]1N2C(=O)[C@@H](NC(=O)c3c(OC)cccc3OC)[C@H]2SC1(C)C. The result is 0 (does not penetrate BBB). (5) The drug is CN1C2CC(OC(=O)[C@@H](CO)c3ccccc3)CC1C1OC12. The result is 1 (penetrates BBB). (6) The compound is CC1=C(C(=O)O)N2C(=O)C(NC(=O)C(N)c3cccc(NS(C)(=O)=O)c3)C2SC1. The result is 0 (does not penetrate BBB). (7) The molecule is CN[C@@H]1[C@@H](O[C@H]2O[C@H](CO)[C@@H](N)[C@H](O)[C@H]2O)O[C@H]2C[C@@H](N)[C@H](O[C@@H]3[C@@H](N)C[C@@H](N)[C@H](O)[C@H]3O)O[C@@H]2[C@@H]1O. The result is 0 (does not penetrate BBB).